This data is from Aqueous solubility values for 9,982 compounds from the AqSolDB database. The task is: Regression/Classification. Given a drug SMILES string, predict its absorption, distribution, metabolism, or excretion properties. Task type varies by dataset: regression for continuous measurements (e.g., permeability, clearance, half-life) or binary classification for categorical outcomes (e.g., BBB penetration, CYP inhibition). For this dataset (solubility_aqsoldb), we predict Y. (1) The compound is O=C1c2ccccc2C(=O)N1SC1CCCCC1. The Y is -4.32 log mol/L. (2) The molecule is O=C(O)C1(O)CC(O)C(O)C(O)C1. The Y is 0.179 log mol/L. (3) The molecule is c1ccc2c(c1)ccc1cc3ccc4ccccc4c3cc12. The Y is -8.43 log mol/L. (4) The Y is -7.00 log mol/L. The molecule is Clc1cc(Cl)c(Oc2ccccc2Cl)cc1Cl. (5) The drug is CCCCCCCC/C=C/CCCCCCCCO[P+](=O)OCCCCCCCC/C=C/CCCCCCCC. The Y is -9.53 log mol/L. (6) The drug is CCCCCCC(C(=O)O)C(=O)O. The Y is -1.66 log mol/L. (7) The compound is O=C1NC(=O)C2C=CC=CC12. The Y is -2.93 log mol/L.